From a dataset of Peptide-MHC class II binding affinity with 134,281 pairs from IEDB. Regression. Given a peptide amino acid sequence and an MHC pseudo amino acid sequence, predict their binding affinity value. This is MHC class II binding data. (1) The peptide sequence is TKPSLFKVRNGGEIG. The MHC is DRB1_0301 with pseudo-sequence DRB1_0301. The binding affinity (normalized) is 0.247. (2) The peptide sequence is WLSWQVAKAGLKTND. The MHC is DRB3_0301 with pseudo-sequence DRB3_0301. The binding affinity (normalized) is 0.526.